Predict the reaction yield, written as a fraction of the theoretical maximum amount of product (1.0 means a 100% yield; for example, 0.34 means a 34% yield). From a dataset of Reaction yield outcomes from USPTO patents with 853,638 reactions. (1) The reactants are [C:1]([C:3]1[CH:4]=[CH:5][C:6]([O:9][C:10]2[CH:18]=[CH:17][C:13]([C:14]([NH2:16])=[O:15])=[CH:12][CH:11]=2)=[N:7][CH:8]=1)#[N:2].Cl. The catalyst is C1COCC1.CCO.[Pd]. The product is [NH2:2][CH2:1][C:3]1[CH:4]=[CH:5][C:6]([O:9][C:10]2[CH:18]=[CH:17][C:13]([C:14]([NH2:16])=[O:15])=[CH:12][CH:11]=2)=[N:7][CH:8]=1. The yield is 0.360. (2) The reactants are C(OC(=O)C)(=O)C.[CH3:8][O:9][C:10]1[CH:18]=[CH:17][CH:16]=[C:12]([C:13]([OH:15])=O)[C:11]=1[C:19]([OH:21])=[O:20]. The catalyst is O1CCCC1. The product is [CH3:8][O:9][C:10]1[CH:18]=[CH:17][CH:16]=[C:12]2[C:13]([O:21][C:19](=[O:20])[C:11]=12)=[O:15]. The yield is 0.990. (3) The reactants are [C:1]([O:5][C:6]([N:8]1[CH2:13][CH2:12][N:11]([C:14]([O:16][C:17]([CH3:20])([CH3:19])[CH3:18])=[O:15])[CH2:10][CH:9]1C(O)=O)=[O:7])([CH3:4])([CH3:3])[CH3:2].Cl.CNC.CCN=C=NCC[CH2:35][N:36]([CH3:38])[CH3:37].C1C=CC2N([OH:48])N=NC=2C=1.CCN(CC)CC. The catalyst is O.CN(C=O)C. The product is [CH3:37][N:36]([CH3:38])[C:35]([CH:9]1[CH2:10][N:11]([C:14]([O:16][C:17]([CH3:19])([CH3:20])[CH3:18])=[O:15])[CH2:12][CH2:13][N:8]1[C:6]([O:5][C:1]([CH3:3])([CH3:4])[CH3:2])=[O:7])=[O:48]. The yield is 0.670. (4) The reactants are [SH:1][C:2]1[CH:3]=[C:4]([CH2:8][OH:9])[CH:5]=[CH:6][CH:7]=1.Cl[C:11]1[CH:12]=[C:13]([CH:16]=[CH:17][N:18]=1)[C:14]#[N:15]. No catalyst specified. The product is [OH:9][CH2:8][C:4]1[CH:3]=[C:2]([S:1][C:11]2[CH:12]=[C:13]([CH:16]=[CH:17][N:18]=2)[C:14]#[N:15])[CH:7]=[CH:6][CH:5]=1. The yield is 0.630. (5) The yield is 0.560. The product is [CH2:23]([NH:1][CH2:2][C@@H:3]1[C@H:7]2[O:8][C:9]([CH3:12])([CH3:11])[O:10][C@H:6]2[C@H:5]([N:13]2[CH:21]=[N:20][C:19]3[C:14]2=[N:15][CH:16]=[N:17][C:18]=3[NH2:22])[O:4]1)[C:24]1[CH:29]=[CH:28][CH:27]=[CH:26][CH:25]=1. The reactants are [NH2:1][CH2:2][C@@H:3]1[C@H:7]2[O:8][C:9]([CH3:12])([CH3:11])[O:10][C@H:6]2[C@H:5]([N:13]2[CH:21]=[N:20][C:19]3[C:14]2=[N:15][CH:16]=[N:17][C:18]=3[NH2:22])[O:4]1.[CH:23](=O)[C:24]1[CH:29]=[CH:28][CH:27]=[CH:26][CH:25]=1.[BH-](OC(C)=O)(OC(C)=O)OC(C)=O.[Na+].C(=O)([O-])[O-].[K+].[K+]. The catalyst is CO.